This data is from Full USPTO retrosynthesis dataset with 1.9M reactions from patents (1976-2016). The task is: Predict the reactants needed to synthesize the given product. (1) Given the product [CH3:1][O:2][C:3]([C:5]1[C:10]([CH3:26])=[C:9]([NH:12][C:13](=[O:15])[CH3:14])[CH:8]=[C:7]([C:16]2[CH:21]=[CH:20][C:19]([Cl:22])=[C:18]([O:23][CH3:24])[C:17]=2[F:25])[N:6]=1)=[O:4], predict the reactants needed to synthesize it. The reactants are: [CH3:1][O:2][C:3]([C:5]1[C:10](Cl)=[C:9]([NH:12][C:13](=[O:15])[CH3:14])[CH:8]=[C:7]([C:16]2[CH:21]=[CH:20][C:19]([Cl:22])=[C:18]([O:23][CH3:24])[C:17]=2[F:25])[N:6]=1)=[O:4].[CH3:26][Sn](C)(C)C. (2) Given the product [ClH:1].[CH3:38][N:7]([CH3:6])[C:8]1([C:31]2[CH:32]=[CH:33][C:34]([F:37])=[CH:35][CH:36]=2)[CH2:13][CH2:12][C:11](=[CH:14][C:15]([N:17]2[CH2:21][CH2:20][CH:19]([C:22]3[C:30]4[C:25](=[CH:26][CH:27]=[CH:28][CH:29]=4)[NH:24][CH:23]=3)[CH2:18]2)=[O:16])[CH2:10][CH2:9]1, predict the reactants needed to synthesize it. The reactants are: [Cl:1][Si](C)(C)C.[CH3:6][N:7]([CH3:38])[C:8]1([C:31]2[CH:36]=[CH:35][C:34]([F:37])=[CH:33][CH:32]=2)[CH2:13][CH2:12][C:11](=[CH:14][C:15]([N:17]2[CH2:21][CH2:20][CH:19]([C:22]3[C:30]4[C:25](=[CH:26][CH:27]=[CH:28][CH:29]=4)[NH:24][CH:23]=3)[CH2:18]2)=[O:16])[CH2:10][CH2:9]1.